Dataset: Reaction yield outcomes from USPTO patents with 853,638 reactions. Task: Predict the reaction yield, written as a fraction of the theoretical maximum amount of product (1.0 means a 100% yield; for example, 0.34 means a 34% yield). (1) The reactants are [Br:1][C:2]1[CH:6]=[CH:5][S:4][CH:3]=1.[CH3:7][O:8][C:9]1[CH:17]=[CH:16][C:12]([C:13](Cl)=[O:14])=[CH:11][CH:10]=1.Cl.O. The catalyst is ClCCl.[Ti](Cl)(Cl)(Cl)Cl. The product is [Br:1][C:2]1[CH:6]=[CH:5][S:4][C:3]=1[C:13]([C:12]1[CH:16]=[CH:17][C:9]([O:8][CH3:7])=[CH:10][CH:11]=1)=[O:14]. The yield is 0.540. (2) The reactants are [OH:1][C:2]1[CH:7]=[CH:6][C:5]([C:8](=[O:10])[CH3:9])=[CH:4][CH:3]=1.C([O-])([O-])=O.[K+].[K+].[CH2:17](Br)[C:18]1[CH:23]=[CH:22][CH:21]=[CH:20][CH:19]=1. The catalyst is CN(C=O)C. The product is [CH2:17]([O:1][C:2]1[CH:7]=[CH:6][C:5]([C:8](=[O:10])[CH3:9])=[CH:4][CH:3]=1)[C:18]1[CH:23]=[CH:22][CH:21]=[CH:20][CH:19]=1. The yield is 0.980. (3) The reactants are [CH3:1][NH:2][CH2:3][CH2:4][C@H:5]([O:11][C:12]1[C:21]2[C:16](=[CH:17][CH:18]=[CH:19][CH:20]=2)[CH:15]=[CH:14][CH:13]=1)[C:6]1[S:10][CH:9]=[CH:8][CH:7]=1.[ClH:22]. The catalyst is CCC(C)=O. The product is [CH3:1][NH:2][CH2:3][CH2:4][C@H:5]([O:11][C:12]1[C:21]2[C:16](=[CH:17][CH:18]=[CH:19][CH:20]=2)[CH:15]=[CH:14][CH:13]=1)[C:6]1[S:10][CH:9]=[CH:8][CH:7]=1.[ClH:22]. The yield is 0.946. (4) The reactants are [N:1]1[CH:6]=[CH:5][CH:4]=[CH:3][C:2]=1[C:7]1[N:11]=[C:10]([C:12]2[CH:17]=[C:16]([C:18]#[N:19])[CH:15]=[C:14](I)[CH:13]=2)[O:9][N:8]=1.C(N(CC)CC)C.[CH2:28]([OH:31])[C:29]#[CH:30]. The catalyst is CN(C)C=O.C1C=CC([P]([Pd]([P](C2C=CC=CC=2)(C2C=CC=CC=2)C2C=CC=CC=2)([P](C2C=CC=CC=2)(C2C=CC=CC=2)C2C=CC=CC=2)[P](C2C=CC=CC=2)(C2C=CC=CC=2)C2C=CC=CC=2)(C2C=CC=CC=2)C2C=CC=CC=2)=CC=1. The product is [N:1]1[CH:6]=[CH:5][CH:4]=[CH:3][C:2]=1[C:7]1[N:11]=[C:10]([C:12]2[CH:17]=[C:16]([C:18]#[N:19])[CH:15]=[C:14]([C:30]#[C:29][CH2:28][OH:31])[CH:13]=2)[O:9][N:8]=1. The yield is 0.180. (5) The reactants are C[O:2][C:3](=[O:26])/[C:4](/[C:13]1[CH:18]=[CH:17][C:16]([N:19]2[C:23]([CH3:24])=[N:22][N:21]=[N:20]2)=[C:15]([Cl:25])[CH:14]=1)=[CH:5]/[CH:6]1[CH2:12][CH2:11][CH2:10][CH2:9][CH2:8][CH2:7]1.[OH-].[Na+]. The catalyst is C(O)C. The product is [Cl:25][C:15]1[CH:14]=[C:13](/[C:4](=[CH:5]\[CH:6]2[CH2:12][CH2:11][CH2:10][CH2:9][CH2:8][CH2:7]2)/[C:3]([OH:26])=[O:2])[CH:18]=[CH:17][C:16]=1[N:19]1[C:23]([CH3:24])=[N:22][N:21]=[N:20]1. The yield is 0.870. (6) The yield is 0.760. No catalyst specified. The product is [N:1]1[CH:6]=[CH:5][CH:4]=[CH:3][C:2]=1[C:7]1[C:11]([CH2:12][OH:13])=[CH:10][O:9][N:8]=1. The reactants are [N:1]1[CH:6]=[CH:5][CH:4]=[CH:3][C:2]=1[C:7]1[C:11]([C:12](O)=[O:13])=[CH:10][O:9][N:8]=1.FC1C=CC(C2C(C(O)=O)=CON=2)=CC=1. (7) The reactants are [Br:1][C:2]1[CH:3]=[CH:4][C:5]([F:11])=[C:6]([CH:10]=1)[C:7](O)=[O:8].Cl.[CH3:13][NH:14][CH3:15].CCN=C=NCCCN(C)C.Cl.C1C=CC2N(O)N=NC=2C=1.O.C(=O)([O-])[O-].[K+].[K+].C(=O)([O-])O.[Na+]. The catalyst is CN(C=O)C. The product is [Br:1][C:2]1[CH:3]=[CH:4][C:5]([F:11])=[C:6]([CH:10]=1)[C:7]([N:14]([CH3:15])[CH3:13])=[O:8]. The yield is 0.990.